The task is: Predict the reaction yield, written as a fraction of the theoretical maximum amount of product (1.0 means a 100% yield; for example, 0.34 means a 34% yield).. This data is from Reaction yield outcomes from USPTO patents with 853,638 reactions. (1) The yield is 0.680. The catalyst is C1(C)C=CC=CC=1.C(OCC)(=O)C. The reactants are [CH3:1][N:2]1[C:6]([NH:7][C:8](=O)[CH2:9][C:10]2[C:15]([F:16])=[CH:14][C:13]([F:17])=[CH:12][C:11]=2[F:18])=[C:5]([C:20]([O:22]CC)=[O:21])[N:4]=[CH:3]1.P(Cl)(Cl)(Cl)=O. The product is [CH3:1][N:2]1[C:6]2[N:7]=[C:8]([CH2:9][C:10]3[C:11]([F:18])=[CH:12][C:13]([F:17])=[CH:14][C:15]=3[F:16])[O:22][C:20](=[O:21])[C:5]=2[N:4]=[CH:3]1. (2) The reactants are [C:1]([O:5][C:6]([N:8]1[CH2:13][CH2:12][N:11]([CH2:14][CH2:15][N:16]2[C:24]3[C:19](=[CH:20][C:21]([O:25][C:26]4[CH:31]=[CH:30][C:29]([F:32])=[CH:28][C:27]=4[CH2:33][NH2:34])=[CH:22][CH:23]=3)[CH:18]=[N:17]2)[CH2:10][CH2:9]1)=[O:7])([CH3:4])([CH3:3])[CH3:2].[N+](C1C=CC([O:44][C:45](=O)[NH:46][C:47]2[O:51][N:50]=[C:49]([C:52]([CH3:55])([CH3:54])[CH3:53])[CH:48]=2)=CC=1)([O-])=O. The catalyst is ClCCl.C(OCC)(=O)C. The product is [C:1]([O:5][C:6]([N:8]1[CH2:9][CH2:10][N:11]([CH2:14][CH2:15][N:16]2[C:24]3[C:19](=[CH:20][C:21]([O:25][C:26]4[CH:31]=[CH:30][C:29]([F:32])=[CH:28][C:27]=4[CH2:33][NH:34][C:45]([NH:46][C:47]4[O:51][N:50]=[C:49]([C:52]([CH3:55])([CH3:54])[CH3:53])[CH:48]=4)=[O:44])=[CH:22][CH:23]=3)[CH:18]=[N:17]2)[CH2:12][CH2:13]1)=[O:7])([CH3:4])([CH3:2])[CH3:3]. The yield is 0.830. (3) The product is [F:17][C:6]1[CH:7]=[N:8][C:9]2[CH:10]=[CH:11][C:12](=[O:15])[N:13]3[CH2:2][C:3](=[CH2:4])[C:5]=1[C:14]=23. The catalyst is CC(C)=O.C(OCC)(=O)C. The reactants are Cl[CH2:2][C:3]([C:5]1[C:6]([F:17])=[CH:7][N:8]=[C:9]2[C:14]=1[N:13]=[C:12]([O:15]C)[CH:11]=[CH:10]2)=[CH2:4].[I-].[Na+]. The yield is 0.360. (4) The reactants are [OH:1][C:2]1[CH:10]=[C:9]([OH:11])[CH:8]=[C:7]([OH:12])[C:3]=1[C:4]([OH:6])=[O:5].[CH3:13][C:14]([CH3:16])=O.FC(F)(F)C(O)=O. No catalyst specified. The product is [OH:1][C:2]1[C:3]2[C:4](=[O:6])[O:5][C:14]([CH3:16])([CH3:13])[O:12][C:7]=2[CH:8]=[C:9]([OH:11])[CH:10]=1. The yield is 0.390. (5) The catalyst is CN(C=O)C.C(OCC)(=O)C. The product is [F:10][C:11]1[CH:16]=[C:15]([F:17])[CH:14]=[CH:13][C:12]=1[C@:18]([OH:19])([C@H:20]([N:1]1[C:9]2[C:4](=[CH:5][CH:6]=[CH:7][CH:8]=2)[CH:3]=[N:2]1)[CH3:21])[CH2:22][N:23]1[CH:27]=[N:26][CH:25]=[N:24]1. The reactants are [NH:1]1[C:9]2[C:4](=[CH:5][CH:6]=[CH:7][CH:8]=2)[CH:3]=[N:2]1.[F:10][C:11]1[CH:16]=[C:15]([F:17])[CH:14]=[CH:13][C:12]=1[C@@:18]1([CH2:22][N:23]2[CH:27]=[N:26][CH:25]=[N:24]2)[C@H:20]([CH3:21])[O:19]1.C(=O)([O-])[O-].[K+].[K+].O. The yield is 0.440. (6) The reactants are [NH2:1][C:2]1[C:3]2[C:13]([O:14][CH2:15][CH2:16][CH2:17][CH2:18][CH2:19][CH2:20][NH:21][C:22]([NH:24]CC3C=CC(OC)=CC=3)=[O:23])=[CH:12][CH:11]=[CH:10][C:4]=2[NH:5][S:6](=[O:9])(=[O:8])[N:7]=1.C(O)(C(F)(F)F)=O. The catalyst is C(Cl)Cl. The product is [NH2:1][C:2]1[C:3]2[C:13]([O:14][CH2:15][CH2:16][CH2:17][CH2:18][CH2:19][CH2:20][NH:21][C:22]([NH2:24])=[O:23])=[CH:12][CH:11]=[CH:10][C:4]=2[NH:5][S:6](=[O:8])(=[O:9])[N:7]=1. The yield is 1.00. (7) The reactants are [C:1]1([S:7]([N:10]2[CH:21]=[CH:20][C:19]3[C:11]2=[N:12][CH:13]=[C:14]2[C:18]=3[N:17]([CH:22]3[CH2:26][CH2:25][CH:24]([NH2:27])[CH2:23]3)[N:16]=[N:15]2)(=[O:9])=[O:8])[CH:6]=[CH:5][CH:4]=[CH:3][CH:2]=1.C(N(CC)CC)C.ClC(Cl)(O[C:39](=[O:45])OC(Cl)(Cl)Cl)Cl.Cl.[CH3:48][NH:49][CH2:50][C:51]([F:54])([F:53])[F:52]. The catalyst is C(Cl)Cl. The product is [C:1]1([S:7]([N:10]2[CH:21]=[CH:20][C:19]3[C:11]2=[N:12][CH:13]=[C:14]2[C:18]=3[N:17]([C@H:22]3[CH2:26][CH2:25][C@H:24]([NH:27][C:39](=[O:45])[N:49]([CH3:48])[CH2:50][C:51]([F:54])([F:53])[F:52])[CH2:23]3)[N:16]=[N:15]2)(=[O:8])=[O:9])[CH:6]=[CH:5][CH:4]=[CH:3][CH:2]=1. The yield is 0.290. (8) The reactants are [Br:1][C:2]1[CH:7]=[C:6]([N+:8]([O-])=O)[C:5]([F:11])=[CH:4][C:3]=1[CH3:12].O.O.Cl[Sn]Cl.C([O-])(O)=O.[Na+]. The catalyst is C(O)C. The product is [Br:1][C:2]1[C:3]([CH3:12])=[CH:4][C:5]([F:11])=[C:6]([CH:7]=1)[NH2:8]. The yield is 0.300.